From a dataset of Catalyst prediction with 721,799 reactions and 888 catalyst types from USPTO. Predict which catalyst facilitates the given reaction. (1) Product: [Cl:1][C:5]1[C:6]([C:9]([OH:11])=[O:10])=[N:7][NH:8][C:4]=1[Cl:3]. The catalyst class is: 6. Reactant: [Cl:1]Cl.[Cl:3][C:4]1[NH:8][N:7]=[C:6]([C:9]([OH:11])=[O:10])[CH:5]=1. (2) Reactant: [Br:1][C:2]1[CH:11]=[C:10]2[C:5]([N:6]=[CH:7][C:8](Cl)=[N:9]2)=[CH:4][CH:3]=1.[CH3:13][N:14]1[CH:18]=[C:17](B2OC(C)(C)C(C)(C)O2)[CH:16]=[N:15]1.C(=O)([O-])[O-].[Na+].[Na+].O. Product: [Br:1][C:2]1[CH:11]=[C:10]2[C:5]([N:6]=[CH:7][C:8]([C:17]3[CH:16]=[N:15][N:14]([CH3:13])[CH:18]=3)=[N:9]2)=[CH:4][CH:3]=1. The catalyst class is: 104. (3) Reactant: CC(C)([O-])C.[K+].[O:7]1[CH2:11][CH2:10][NH:9][C:8]1=[O:12].Cl[C:14]1[S:15][CH:16]=[CH:17][C:18]=1[N+:19]([O-:21])=[O:20]. Product: [N+:19]([C:18]1[CH:17]=[CH:16][S:15][C:14]=1[N:9]1[CH2:10][CH2:11][O:7][C:8]1=[O:12])([O-:21])=[O:20]. The catalyst class is: 163. (4) Reactant: [C:1]([C:4]([NH:7][C:8]([CH2:10][CH2:11][CH2:12][C:13]1[CH:18]=[CH:17][C:16]([CH2:19][CH2:20][C:21]2[CH:29]=[CH:28][CH:27]=[C:26]3[C:22]=2[C:23]([O:39][C@@H:40]2[O:66][C@H:65]([CH2:67][O:68][C:69](=[O:74])[C:70]([CH3:73])([CH3:72])[CH3:71])[C@@H:57]([O:58][C:59](=[O:64])[C:60]([CH3:63])([CH3:62])[CH3:61])[C@H:49]([O:50][C:51](=[O:56])[C:52]([CH3:55])([CH3:54])[CH3:53])[C@H:41]2[O:42][C:43](=[O:48])[C:44]([CH3:47])([CH3:46])[CH3:45])=[N:24][N:25]3[CH2:30][CH2:31][O:32][C:33](=[O:38])[C:34]([CH3:37])([CH3:36])[CH3:35])=[CH:15][CH:14]=1)=[O:9])([CH3:6])[CH3:5])(O)=[O:2].[OH:75][CH2:76][CH2:77][N:78]1[CH2:83][CH2:82][NH:81][CH2:80][CH2:79]1.ON1C2C=CC=CC=2N=N1.Cl.C(N=C=NCCCN(C)C)C. Product: [OH:75][CH2:76][CH2:77][N:78]1[CH2:83][CH2:82][N:81]([C:1]([C:4]([NH:7][C:8]([CH2:10][CH2:11][CH2:12][C:13]2[CH:18]=[CH:17][C:16]([CH2:19][CH2:20][C:21]3[CH:29]=[CH:28][CH:27]=[C:26]4[C:22]=3[C:23]([O:39][C@@H:40]3[O:66][C@H:65]([CH2:67][O:68][C:69](=[O:74])[C:70]([CH3:73])([CH3:72])[CH3:71])[C@@H:57]([O:58][C:59](=[O:64])[C:60]([CH3:63])([CH3:62])[CH3:61])[C@H:49]([O:50][C:51](=[O:56])[C:52]([CH3:53])([CH3:54])[CH3:55])[C@H:41]3[O:42][C:43](=[O:48])[C:44]([CH3:45])([CH3:46])[CH3:47])=[N:24][N:25]4[CH2:30][CH2:31][O:32][C:33](=[O:38])[C:34]([CH3:37])([CH3:36])[CH3:35])=[CH:15][CH:14]=2)=[O:9])([CH3:5])[CH3:6])=[O:2])[CH2:80][CH2:79]1. The catalyst class is: 681. (5) Reactant: C(O)(=O)C(C)C.[BH4-].[Na+].[C:9]1([C@@H:15]([NH:17][C:18]2[CH2:23][CH2:22][CH2:21][CH2:20][C:19]=2[C:24]([O:26][CH2:27][CH3:28])=[O:25])[CH3:16])[CH:14]=[CH:13][CH:12]=[CH:11][CH:10]=1. The catalyst class is: 11. Product: [C:9]1([C@@H:15]([NH:17][C@H:18]2[CH2:23][CH2:22][CH2:21][CH2:20][C@H:19]2[C:24]([O:26][CH2:27][CH3:28])=[O:25])[CH3:16])[CH:10]=[CH:11][CH:12]=[CH:13][CH:14]=1. (6) Reactant: N[C@@H:2]([C:7]([OH:9])=[O:8])[CH2:3][CH:4]([CH3:6])[CH3:5].N([O-])=[O:11].[Na+].[Cl-].[Na+]. Product: [OH:11][C@H:2]([CH2:3][CH:4]([CH3:6])[CH3:5])[C:7]([OH:9])=[O:8]. The catalyst class is: 445. (7) Reactant: [O:1]1[C:5]2[CH:6]=[CH:7][C:8]([C:10]3[S:11][CH:12]=[C:13]([C:15]([OH:17])=O)[N:14]=3)=[CH:9][C:4]=2[CH2:3][CH2:2]1.Br.[Cl:19][C:20]1[CH:29]=[CH:28][C:23]2[NH:24][C:25]([NH2:27])=[N:26][C:22]=2[CH:21]=1.F[P-](F)(F)(F)(F)F.N1(OC(N(C)C)=[N+](C)C)C2C=CC=CC=2N=N1.C(N(CC)C(C)C)(C)C. Product: [Cl:19][C:20]1[CH:29]=[CH:28][C:23]2[NH:24][C:25]([NH:27][C:15]([C:13]3[N:14]=[C:10]([C:8]4[CH:7]=[CH:6][C:5]5[O:1][CH2:2][CH2:3][C:4]=5[CH:9]=4)[S:11][CH:12]=3)=[O:17])=[N:26][C:22]=2[CH:21]=1. The catalyst class is: 546.